This data is from Reaction yield outcomes from USPTO patents with 853,638 reactions. The task is: Predict the reaction yield, written as a fraction of the theoretical maximum amount of product (1.0 means a 100% yield; for example, 0.34 means a 34% yield). (1) The reactants are [OH:1][C:2]1[CH:3]=[C:4]2[C:9](=[CH:10][CH:11]=1)[C:8](=[O:12])[N:7]([CH2:13][CH:14]([CH3:16])[CH3:15])[C:6]([CH2:17][NH:18][C:19](=[O:25])[O:20][C:21]([CH3:24])([CH3:23])[CH3:22])=[C:5]2[C:26]1[CH:31]=[CH:30][C:29]([CH3:32])=[CH:28][CH:27]=1.I[CH2:34][C:35]([NH2:37])=[O:36].C1CCN2C(=NCCC2)CC1.O. The catalyst is CN(C)C(=O)C. The product is [NH2:37][C:35](=[O:36])[CH2:34][O:1][C:2]1[CH:3]=[C:4]2[C:9](=[CH:10][CH:11]=1)[C:8](=[O:12])[N:7]([CH2:13][CH:14]([CH3:16])[CH3:15])[C:6]([CH2:17][NH:18][C:19](=[O:25])[O:20][C:21]([CH3:24])([CH3:22])[CH3:23])=[C:5]2[C:26]1[CH:31]=[CH:30][C:29]([CH3:32])=[CH:28][CH:27]=1. The yield is 0.367. (2) The reactants are CS(O[CH2:6][C:7]1[CH:12]=[CH:11][C:10]([CH:13]2[CH2:18][CH2:17][N:16]([C:19]([O:21][C:22]([CH3:25])([CH3:24])[CH3:23])=[O:20])[CH2:15][CH2:14]2)=[CH:9][N:8]=1)(=O)=O.[CH3:26][S:27]([C:30]1[CH:31]=[C:32]2[C:36](=[CH:37][CH:38]=1)[NH:35][CH:34]=[CH:33]2)(=[O:29])=[O:28].[OH-].[K+].C1OCCOCCOCCOCCOCCOC1. The catalyst is C1(C)C=CC=CC=1.O. The product is [CH3:26][S:27]([C:30]1[CH:31]=[C:32]2[C:36](=[CH:37][CH:38]=1)[N:35]([CH2:6][C:7]1[CH:12]=[CH:11][C:10]([CH:13]3[CH2:14][CH2:15][N:16]([C:19]([O:21][C:22]([CH3:23])([CH3:24])[CH3:25])=[O:20])[CH2:17][CH2:18]3)=[CH:9][N:8]=1)[CH:34]=[CH:33]2)(=[O:29])=[O:28]. The yield is 0.450. (3) The reactants are [Cr](Cl)([O-])(=O)=O.[NH+]1C=CC=CC=1.[CH3:12][O:13][C:14]1[C:19]([O:20][CH3:21])=[CH:18][C:17]([CH2:22][OH:23])=[C:16]([CH:24]([CH3:32])[CH2:25][C:26]2[CH:31]=[CH:30][CH:29]=[CH:28][CH:27]=2)[CH:15]=1. The catalyst is C(Cl)Cl.CCOCC. The product is [CH3:12][O:13][C:14]1[C:19]([O:20][CH3:21])=[CH:18][C:17]([CH:22]=[O:23])=[C:16]([CH:24]([CH3:32])[CH2:25][C:26]2[CH:31]=[CH:30][CH:29]=[CH:28][CH:27]=2)[CH:15]=1. The yield is 0.760. (4) The reactants are [CH3:1][C:2]1[CH:6]=[C:5]([CH2:7][N:8]2[C:17]3[C:12](=[CH:13][CH:14]=[CH:15][CH:16]=3)[N:11]=[C:10]([C:18]([O:20]CC)=[O:19])[C:9]2=[O:23])[O:4][N:3]=1.O.[OH-].[Li+]. The catalyst is C(O)C.O. The product is [CH3:1][C:2]1[CH:6]=[C:5]([CH2:7][N:8]2[C:17]3[C:12](=[CH:13][CH:14]=[CH:15][CH:16]=3)[N:11]=[C:10]([C:18]([OH:20])=[O:19])[C:9]2=[O:23])[O:4][N:3]=1. The yield is 0.840. (5) The reactants are [Cl:1][C:2]1[N:3]=[C:4]([N:13]2[CH2:18][CH2:17][O:16][CH2:15][CH2:14]2)[C:5]2[S:10][C:9]([CH:11]=O)=[CH:8][C:6]=2[N:7]=1.[CH3:19][N:20]([CH3:27])[CH:21]1[CH2:26][CH2:25][NH:24][CH2:23][CH2:22]1.C(O[BH-](OC(=O)C)OC(=O)C)(=O)C.[Na+].C(O)(=O)C. The catalyst is C1COCC1. The product is [Cl:1][C:2]1[N:3]=[C:4]([N:13]2[CH2:18][CH2:17][O:16][CH2:15][CH2:14]2)[C:5]2[S:10][C:9]([CH2:11][N:24]3[CH2:25][CH2:26][CH:21]([N:20]([CH3:27])[CH3:19])[CH2:22][CH2:23]3)=[CH:8][C:6]=2[N:7]=1. The yield is 0.270. (6) The reactants are Cl.C(OC(=O)[NH:8][CH2:9][C:10]([N:12]1[CH2:17][CH2:16][O:15][CH2:14][CH2:13]1)=[O:11])(C)(C)C. The catalyst is O1CCOCC1.CO. The product is [NH2:8][CH2:9][C:10]([N:12]1[CH2:17][CH2:16][O:15][CH2:14][CH2:13]1)=[O:11]. The yield is 0.680.